From a dataset of Forward reaction prediction with 1.9M reactions from USPTO patents (1976-2016). Predict the product of the given reaction. Given the reactants [H-].[Na+].[O:3]1[CH:7]=[CH:6][CH:5]=[C:4]1[C:8]1[N:16]=[C:15]2[N:10]([C:11]([NH2:20])=[N:12][C:13]3[NH:19][CH:18]=[CH:17][C:14]=32)[N:9]=1.Cl[CH2:22][CH2:23][N:24]1[CH2:29][CH2:28][N:27]([C:30]2[CH:35]=[CH:34][CH:33]=[CH:32][C:31]=2[O:36][CH3:37])[CH2:26][CH2:25]1.O, predict the reaction product. The product is: [O:3]1[CH:7]=[CH:6][CH:5]=[C:4]1[C:8]1[N:16]=[C:15]2[N:10]([C:11]([NH2:20])=[N:12][C:13]3[N:19]([CH2:22][CH2:23][N:24]4[CH2:25][CH2:26][N:27]([C:30]5[CH:35]=[CH:34][CH:33]=[CH:32][C:31]=5[O:36][CH3:37])[CH2:28][CH2:29]4)[CH:18]=[CH:17][C:14]=32)[N:9]=1.